Dataset: Forward reaction prediction with 1.9M reactions from USPTO patents (1976-2016). Task: Predict the product of the given reaction. (1) Given the reactants [F:1][C:2]1[CH:3]=[CH:4][C:5]([O:14][CH3:15])=[C:6]2[C:10]=1[NH:9][C:8](=[O:11])[CH:7]2SC.C1(P(C2C=CC=CC=2)C2C=CC=CC=2)C=CC=CC=1.O.C1(C)C=CC(S(O)(=O)=O)=CC=1.C(=O)([O-])O.[Na+], predict the reaction product. The product is: [F:1][C:2]1[CH:3]=[CH:4][C:5]([O:14][CH3:15])=[C:6]2[C:10]=1[NH:9][C:8](=[O:11])[CH2:7]2. (2) Given the reactants C[Al](C)C.[CH3:5][O:6][C:7]1[CH:8]=[C:9]([CH2:15][CH2:16][C:17]2[CH:18]=[C:19]([NH2:22])[NH:20][N:21]=2)[CH:10]=[C:11]([O:13][CH3:14])[CH:12]=1.Cl[C:24]1[N:25]=[CH:26][C:27]([C:30]([O:32]C)=O)=[N:28][CH:29]=1.[C:34]1([CH3:40])[CH:39]=[CH:38][CH:37]=[CH:36]C=1, predict the reaction product. The product is: [CH2:40]1[CH:34]2[CH2:39][CH2:38][CH2:37][CH2:36][N:28]2[CH2:29][CH2:24][N:25]1[C:24]1[N:25]=[CH:26][C:27]([C:30]([NH:22][C:19]2[NH:20][N:21]=[C:17]([CH2:16][CH2:15][C:9]3[CH:8]=[C:7]([O:6][CH3:5])[CH:12]=[C:11]([O:13][CH3:14])[CH:10]=3)[CH:18]=2)=[O:32])=[N:28][CH:29]=1. (3) The product is: [CH2:13]([N:16]1[C:6]2[CH2:7][CH2:8][CH2:9][C:10](=[O:11])[C:5]=2[N:4]=[C:1]1[CH3:2])[CH:14]=[CH2:15]. Given the reactants [C:1]([NH:4][C:5]1[C:6](=O)[CH2:7][CH2:8][CH2:9][C:10]=1[OH:11])(=O)[CH3:2].[CH2:13]([NH2:16])[CH:14]=[CH2:15].Cl.C(=O)([O-])O, predict the reaction product. (4) The product is: [F:77][C:31]1([F:30])[CH2:36][CH2:35][CH:34]([C:37]2[C:46]3[CH:45]([OH:47])[CH2:44][C:43]([CH3:57])([CH3:58])[CH2:42][C:41]=3[N:40]=[C:39]([CH:59]3[CH2:64][CH2:63][N:62]([C:2]4[N:7]=[CH:6][C:5]([O:8][C@@H:9]5[CH2:13][CH2:12][N:11]([CH3:14])[CH2:10]5)=[CH:4][N:3]=4)[CH2:61][CH2:60]3)[C:38]=2[CH:65]([F:76])[C:66]2[CH:71]=[CH:70][C:69]([C:72]([F:74])([F:75])[F:73])=[CH:68][CH:67]=2)[CH2:33][CH2:32]1. Given the reactants Cl[C:2]1[N:7]=[CH:6][C:5]([O:8][C@@H:9]2[CH2:13][CH2:12][N:11]([CH3:14])[CH2:10]2)=[CH:4][N:3]=1.ClC1N=CC(OC2CCN(C)CC2)=CN=1.[F:30][C:31]1([F:77])[CH2:36][CH2:35][CH:34]([C:37]2[C:46]3[CH:45]([O:47]CC4C=CC(OC)=CC=4)[CH2:44][C:43]([CH3:58])([CH3:57])[CH2:42][C:41]=3[N:40]=[C:39]([CH:59]3[CH2:64][CH2:63][NH:62][CH2:61][CH2:60]3)[C:38]=2[CH:65]([F:76])[C:66]2[CH:71]=[CH:70][C:69]([C:72]([F:75])([F:74])[F:73])=[CH:68][CH:67]=2)[CH2:33][CH2:32]1, predict the reaction product. (5) Given the reactants [CH3:1][C:2]1[CH:7]=[CH:6][CH:5]=[CH:4][C:3]=1[C:8]1[C:9]2[CH:16]=[C:15]([CH2:17][O:18][C:19]3[N:24]=[CH:23][C:22]([C@@H:25]([C:32]#[C:33][CH3:34])[CH2:26][C:27]([O:29]CC)=[O:28])=[CH:21][CH:20]=3)[CH:14]=[CH:13][C:10]=2[S:11][CH:12]=1.[Li+].[OH-].Cl, predict the reaction product. The product is: [CH3:1][C:2]1[CH:7]=[CH:6][CH:5]=[CH:4][C:3]=1[C:8]1[C:9]2[CH:16]=[C:15]([CH2:17][O:18][C:19]3[N:24]=[CH:23][C:22]([C@@H:25]([C:32]#[C:33][CH3:34])[CH2:26][C:27]([OH:29])=[O:28])=[CH:21][CH:20]=3)[CH:14]=[CH:13][C:10]=2[S:11][CH:12]=1.